Dataset: Catalyst prediction with 721,799 reactions and 888 catalyst types from USPTO. Task: Predict which catalyst facilitates the given reaction. Reactant: [O:1]1[C:6]2[CH:7]=[CH:8][CH:9]=[CH:10][C:5]=2[NH:4][CH2:3][CH2:2]1.C(N(CC)CC)C.Cl[C:19]([O:21][C:22]1[CH:27]=[CH:26][C:25]([N+:28]([O-:30])=[O:29])=[CH:24][CH:23]=1)=[O:20]. Product: [O:1]1[C:6]2[CH:7]=[CH:8][CH:9]=[CH:10][C:5]=2[N:4]([C:19]([O:21][C:22]2[CH:23]=[CH:24][C:25]([N+:28]([O-:30])=[O:29])=[CH:26][CH:27]=2)=[O:20])[CH2:3][CH2:2]1. The catalyst class is: 7.